From a dataset of HIV replication inhibition screening data with 41,000+ compounds from the AIDS Antiviral Screen. Binary Classification. Given a drug SMILES string, predict its activity (active/inactive) in a high-throughput screening assay against a specified biological target. (1) The drug is Nc1nc(O)cc(NCCCO)n1. The result is 0 (inactive). (2) The drug is C=CCC(C(=O)OC)=C(C(=O)OC)N(CCC)CCC. The result is 0 (inactive). (3) The drug is CC1(C)OCC(C=CC(O)CC2(C)OCCO2)CO1. The result is 0 (inactive). (4) The drug is COC(=O)C1=C(C)NC2=C(C(=O)CCC2)C1CCS(C)=O. The result is 0 (inactive). (5) The drug is CC1=CC2=[N+]3C1=Cc1cc(C)c4n1[Mn]31(Cl)n3c(c(C)c(CCC(=O)O)c3=CC3=[N+]1C(=C4)C(C)=C3CCC(=O)O)=C2. The result is 0 (inactive). (6) The drug is CCCCN(CC)C(=O)C1=C(C)NC(C)=C(C(=O)N(CC)CCCC)C1. The result is 0 (inactive).